This data is from Full USPTO retrosynthesis dataset with 1.9M reactions from patents (1976-2016). The task is: Predict the reactants needed to synthesize the given product. (1) Given the product [C:44]([N:24]1[C@H:23]([C:21]([NH:20][C@@H:4]([CH2:5][C:6]2[CH:11]=[CH:10][C:9]([C:12]3[CH:17]=[CH:16][N:15]=[C:14]([CH3:18])[C:13]=3[CH3:19])=[CH:8][CH:7]=2)[C:3]([OH:52])=[O:2])=[O:22])[CH2:32][C:31]2[CH:30]=[C:29]3[O:33][CH2:34][C@H:35]([C:37]4[CH:42]=[CH:41][C:40]([O:76][CH2:75][CH2:74][C:73]([CH3:78])([CH3:77])[CH3:72])=[CH:39][CH:38]=4)[O:36][C:28]3=[CH:27][C:26]=2[CH2:25]1)(=[O:51])[C:45]1[CH:50]=[CH:49][CH:48]=[CH:47][CH:46]=1, predict the reactants needed to synthesize it. The reactants are: C[O:2][C:3](=[O:52])[C@@H:4]([NH:20][C:21]([C@@H:23]1[CH2:32][C:31]2[CH:30]=[C:29]3[O:33][CH2:34][C@H:35]([C:37]4[CH:42]=[CH:41][C:40](O)=[CH:39][CH:38]=4)[O:36][C:28]3=[CH:27][C:26]=2[CH2:25][N:24]1[C:44](=[O:51])[C:45]1[CH:50]=[CH:49][CH:48]=[CH:47][CH:46]=1)=[O:22])[CH2:5][C:6]1[CH:11]=[CH:10][C:9]([C:12]2[CH:17]=[CH:16][N:15]=[C:14]([CH3:18])[C:13]=2[CH3:19])=[CH:8][CH:7]=1.C1(P(C2C=CC=CC=2)C2C=CC=CC=2)C=CC=CC=1.[CH3:72][C:73]([CH3:78])([CH3:77])[CH2:74][CH2:75][OH:76].CC(OC(/N=N/C(OC(C)C)=O)=O)C. (2) Given the product [Br:12][C:8]1[CH:7]=[C:6]([C@H:2]([NH:1][C:18](=[O:19])[O:17][C:14]([CH3:16])([CH3:15])[CH3:13])[CH2:3][CH2:4][OH:5])[CH:11]=[CH:10][CH:9]=1, predict the reactants needed to synthesize it. The reactants are: [NH2:1][C@@H:2]([C:6]1[CH:11]=[CH:10][CH:9]=[C:8]([Br:12])[CH:7]=1)[CH2:3][CH2:4][OH:5].[CH3:13][C:14]([O:17][C:18](O[C:18]([O:17][C:14]([CH3:16])([CH3:15])[CH3:13])=[O:19])=[O:19])([CH3:16])[CH3:15].CCN(CC)CC. (3) Given the product [CH2:28]([O:27][C:19]1[C:20]2[S:26][C:25]([Sn:54]([CH3:56])([CH3:55])[CH3:53])=[CH:24][C:21]=2[C:22]2[CH:23]=[C:14]([O:13][CH2:1][CH2:2][CH2:3][CH2:4][CH2:5][CH2:6][CH2:7][CH2:8][CH2:9][CH2:10][CH2:11][CH3:12])[C:15]3[S:42][C:41]([Sn:54]([CH3:56])([CH3:55])[CH3:53])=[CH:40][C:16]=3[C:17]=2[CH:18]=1)[CH2:29][CH2:30][CH2:31][CH2:32][CH2:33][CH2:34][CH2:35][CH2:36][CH2:37][CH2:38][CH3:39], predict the reactants needed to synthesize it. The reactants are: [CH2:1]([O:13][C:14]1[C:15]2[S:42][CH:41]=[CH:40][C:16]=2[C:17]2[CH:18]=[C:19]([O:27][CH2:28][CH2:29][CH2:30][CH2:31][CH2:32][CH2:33][CH2:34][CH2:35][CH2:36][CH2:37][CH2:38][CH3:39])[C:20]3[S:26][CH:25]=[CH:24][C:21]=3[C:22]=2[CH:23]=1)[CH2:2][CH2:3][CH2:4][CH2:5][CH2:6][CH2:7][CH2:8][CH2:9][CH2:10][CH2:11][CH3:12].C1COCC1.[Li+].CCC[CH2-].[CH3:53][Sn:54](Cl)([CH3:56])[CH3:55]. (4) Given the product [NH:1]1[C:9]2[C:4](=[C:5]([CH2:10][N:11]([CH3:12])[C:27](=[O:29])[CH:26]=[CH:25][C:20]3[CH:21]=[N:22][C:23]4[NH:24][C:15](=[O:14])[CH2:16][CH2:17][C:18]=4[CH:19]=3)[CH:6]=[CH:7][CH:8]=2)[CH:3]=[CH:2]1, predict the reactants needed to synthesize it. The reactants are: [NH:1]1[C:9]2[C:4](=[C:5]([CH2:10][NH:11][CH3:12])[CH:6]=[CH:7][CH:8]=2)[CH:3]=[CH:2]1.Cl.[O:14]=[C:15]1[NH:24][C:23]2[N:22]=[CH:21][C:20](/[CH:25]=[CH:26]/[C:27]([OH:29])=O)=[CH:19][C:18]=2[CH2:17][CH2:16]1. (5) Given the product [CH3:59][C:60]([NH:61][C:21]([C:19]1[CH:18]=[N:17][C:16]([CH:24]2[CH2:26][CH2:25]2)=[C:15]([C:11]2[CH:12]=[CH:13][CH:14]=[C:9]([Cl:8])[CH:10]=2)[N:20]=1)=[O:23])([C:62]1[S:63][CH:64]=[CH:65][N:66]=1)[CH3:67], predict the reactants needed to synthesize it. The reactants are: C(N(CC)CC)C.[Cl:8][C:9]1[CH:10]=[C:11]([C:15]2[N:20]=[C:19]([C:21]([OH:23])=O)[CH:18]=[N:17][C:16]=2[CH:24]2[CH2:26][CH2:25]2)[CH:12]=[CH:13][CH:14]=1.CN(C(ON1N=NC2C=CC=CC1=2)=[N+](C)C)C.[B-](F)(F)(F)F.CCN(C(C)C)C(C)C.Cl.[CH3:59][C:60]([CH3:67])([C:62]1[S:63][CH:64]=[CH:65][N:66]=1)[NH2:61]. (6) Given the product [CH2:14]([C:20]1[CH:21]=[C:22]2[C:26]([C:25](=[O:30])[CH2:24][CH2:23]2)=[CH:27][C:28]=1[O:29][CH2:2][CH2:3][CH2:4][C:5]([O:7][CH2:8][CH3:9])=[O:6])[CH2:15][CH2:16][CH2:17][CH2:18][CH3:19], predict the reactants needed to synthesize it. The reactants are: Br[CH2:2][CH2:3][CH2:4][C:5]([O:7][CH2:8][CH3:9])=[O:6].[O-]CC.[Na+].[CH2:14]([C:20]1[CH:21]=[C:22]2[C:26](=[CH:27][C:28]=1[OH:29])[C:25](=[O:30])[CH2:24][CH2:23]2)[CH2:15][CH2:16][CH2:17][CH2:18][CH3:19].O. (7) Given the product [NH2:1][C:4]1[N:9]=[CH:8][C:7]2[CH:10]=[CH:11][O:12][C:6]=2[C:5]=1[O:13][CH2:14][C:15]1[CH:16]=[CH:17][C:18]([NH:21][C:22]([C:24]2[C:25](=[O:37])[N:26]([C:30]3[CH:31]=[CH:32][C:33]([F:36])=[CH:34][CH:35]=3)[CH:27]=[CH:28][CH:29]=2)=[O:23])=[CH:19][CH:20]=1, predict the reactants needed to synthesize it. The reactants are: [N+:1]([C:4]1[N:9]=[CH:8][C:7]2[CH:10]=[CH:11][O:12][C:6]=2[C:5]=1[O:13][CH2:14][C:15]1[CH:20]=[CH:19][C:18]([NH:21][C:22]([C:24]2[C:25](=[O:37])[N:26]([C:30]3[CH:35]=[CH:34][C:33]([F:36])=[CH:32][CH:31]=3)[CH:27]=[CH:28][CH:29]=2)=[O:23])=[CH:17][CH:16]=1)([O-])=O.CCO.[NH4+].[Cl-].